From a dataset of Reaction yield outcomes from USPTO patents with 853,638 reactions. Predict the reaction yield, written as a fraction of the theoretical maximum amount of product (1.0 means a 100% yield; for example, 0.34 means a 34% yield). (1) The reactants are C[O:2][C:3](=[O:33])[C:4]1[CH:9]=[CH:8][C:7]([CH2:10][N:11]2[CH:15]=[C:14]([C:16]3[CH:21]=[CH:20][C:19]([F:22])=[CH:18][C:17]=3[F:23])[N:13]=[C:12]2/[CH:24]=[CH:25]/[C:26]2[CH:31]=[CH:30][C:29](Br)=[CH:28][CH:27]=2)=[CH:6][CH:5]=1.[F:34][C:35]([F:46])([F:45])[C:36]1[CH:37]=[C:38](B(O)O)[CH:39]=[CH:40][CH:41]=1. No catalyst specified. The product is [F:23][C:17]1[CH:18]=[C:19]([F:22])[CH:20]=[CH:21][C:16]=1[C:14]1[N:13]=[C:12](/[CH:24]=[CH:25]/[C:26]2[CH:27]=[CH:28][C:29]([C:38]3[CH:39]=[CH:40][CH:41]=[C:36]([C:35]([F:46])([F:45])[F:34])[CH:37]=3)=[CH:30][CH:31]=2)[N:11]([CH2:10][C:7]2[CH:6]=[CH:5][C:4]([C:3]([OH:33])=[O:2])=[CH:9][CH:8]=2)[CH:15]=1. The yield is 0.310. (2) The yield is 0.960. The catalyst is CN(C)C=O.C1(C)C=CC=CC=1. The product is [CH3:1][C:2]1([CH3:12])[O:6][CH:5]([CH2:7][C:8]([O:10][Si:18]([C:21]([CH3:24])([CH3:23])[CH3:22])([CH3:20])[CH3:19])=[O:9])[C:4](=[O:11])[O:3]1. The reactants are [CH3:1][C:2]1([CH3:12])[O:6][C@@H:5]([CH2:7][C:8]([OH:10])=[O:9])[C:4](=[O:11])[O:3]1.N1C=CN=C1.[Si:18](Cl)([C:21]([CH3:24])([CH3:23])[CH3:22])([CH3:20])[CH3:19]. (3) The reactants are [CH3:1][C:2]1[S:6][C:5]([C:7]([O:9][CH3:10])=[O:8])=[CH:4][CH:3]=1.[N+:11]([O-])([OH:13])=[O:12]. The catalyst is S(=O)(=O)(O)O. The product is [N+:11]([C:3]1[CH:4]=[C:5]([C:7]([O:9][CH3:10])=[O:8])[S:6][C:2]=1[CH3:1])([O-:13])=[O:12]. The yield is 0.670. (4) The product is [CH:30]([NH:29][C:27](=[O:28])[CH2:26][O:1][C:2]1[C:10]2[O:9][C:8]([C:11]([C:13]3[C:14]([C:19]4[CH:24]=[CH:23][CH:22]=[CH:21][CH:20]=4)=[N:15][O:16][C:17]=3[CH3:18])=[O:12])=[CH:7][C:6]=2[CH:5]=[CH:4][CH:3]=1)([CH3:32])[CH3:31]. The catalyst is CN(C=O)C. The reactants are [OH:1][C:2]1[C:10]2[O:9][C:8]([C:11]([C:13]3[C:14]([C:19]4[CH:24]=[CH:23][CH:22]=[CH:21][CH:20]=4)=[N:15][O:16][C:17]=3[CH3:18])=[O:12])=[CH:7][C:6]=2[CH:5]=[CH:4][CH:3]=1.Cl[CH2:26][C:27]([NH:29][CH:30]([CH3:32])[CH3:31])=[O:28].C(=O)([O-])[O-].[K+].[K+]. The yield is 0.280. (5) The reactants are [OH:1][CH2:2][CH2:3][NH:4][S:5]([C:8]1[CH:13]=[CH:12][C:11]([C:14]2[C:15]3[C:16]4[CH:29]=[CH:28][S:27][C:17]=4[C:18](=[O:26])[NH:19][C:20]=3[CH:21]=[CH:22][C:23]=2[O:24]C)=[CH:10][CH:9]=1)(=[O:7])=[O:6].C(N(CC)CC)C.[CH3:37][S:38](Cl)(=[O:40])=[O:39]. The catalyst is C1COCC1. The product is [CH3:37][S:38]([O:1][CH2:2][CH2:3][NH:4][S:5]([C:8]1[CH:13]=[CH:12][C:11]([C:14]2[C:15]3[C:16]4[CH:29]=[CH:28][S:27][C:17]=4[C:18](=[O:26])[NH:19][C:20]=3[CH:21]=[CH:22][C:23]=2[OH:24])=[CH:10][CH:9]=1)(=[O:6])=[O:7])(=[O:40])=[O:39]. The yield is 0.550. (6) The reactants are [CH2:1]([OH:3])[CH3:2].[C:4]([OH:10])(=[O:9])[C:5](C)(C)C.O.[C:12]1(C)C=CC(S(O)(=O)=O)=C[CH:13]=1.C(N(CC)CC)C. The catalyst is C1(C)C=CC=CC=1. The product is [C:1]([CH2:5][C:4]([O:10][CH2:12][CH3:13])=[O:9])(=[O:3])[CH3:2]. The yield is 0.320. (7) The reactants are O=C1C2C(=CC=CC=2)C(=O)[N:3]1[O:12][CH:13]1[CH2:17][N:16]([C:18]([O:20][C:21]([CH3:24])([CH3:23])[CH3:22])=[O:19])[N:15]([C:25]([O:27][C:28]([CH3:31])([CH3:30])[CH3:29])=[O:26])[CH2:14]1.C(Cl)Cl.O.NN. The catalyst is C(O)C. The product is [NH2:3][O:12][CH:13]1[CH2:14][N:15]([C:25]([O:27][C:28]([CH3:29])([CH3:30])[CH3:31])=[O:26])[N:16]([C:18]([O:20][C:21]([CH3:24])([CH3:23])[CH3:22])=[O:19])[CH2:17]1. The yield is 0.830.